From a dataset of Forward reaction prediction with 1.9M reactions from USPTO patents (1976-2016). Predict the product of the given reaction. (1) Given the reactants [Br:1][C:2]1[CH:11]=[CH:10][C:5]([C:6]([O:8]C)=O)=[C:4](/[N:12]=[C:13]2\C(Cl)=NSS\2)[CH:3]=1.[CH2:19]([NH2:24])[CH2:20][CH2:21][CH2:22][NH2:23].N#N, predict the reaction product. The product is: [Br:1][C:2]1[CH:3]=[C:4]2[C:5]([C:6](=[O:8])[N:23]3[CH2:22][CH2:21][CH2:20][CH2:19][NH:24][C:13]3=[N:12]2)=[CH:10][CH:11]=1. (2) Given the reactants Cl[C:2]1[N:7]2[N:8]=[CH:9][C:10]([C:11]([O:13][CH2:14][CH3:15])=[O:12])=[C:6]2[N:5]=[CH:4][C:3]=1[C:16]([N:18]1[CH2:23][CH2:22][C:21]2([C:27]3[CH:28]=[C:29]([F:32])[CH:30]=[CH:31][C:26]=3[O:25][CH2:24]2)[CH2:20][CH2:19]1)=[O:17].[CH3:33][C:34]1[CH:40]=[CH:39][CH:38]=[CH:37][C:35]=1[NH2:36], predict the reaction product. The product is: [CH2:14]([O:13][C:11]([C:10]1[CH:9]=[N:8][N:7]2[C:2]([NH:36][C:35]3[CH:37]=[CH:38][CH:39]=[CH:40][C:34]=3[CH3:33])=[C:3]([C:16]([N:18]3[CH2:23][CH2:22][C:21]4([C:27]5[CH:28]=[C:29]([F:32])[CH:30]=[CH:31][C:26]=5[O:25][CH2:24]4)[CH2:20][CH2:19]3)=[O:17])[CH:4]=[N:5][C:6]=12)=[O:12])[CH3:15]. (3) Given the reactants [CH3:1][C:2]1[CH:10]=[CH:9][C:8]([N:11]([CH3:20])[S:12]([C:15]2[S:16][CH:17]=[CH:18][CH:19]=2)(=[O:14])=[O:13])=[C:7]2[C:3]=1[CH:4]=[C:5]([C:21](=[S:23])[NH2:22])[NH:6]2.[C:24]([O:29][CH2:30][CH3:31])(=[O:28])[C:25]#[C:26][CH3:27].C(P(CCCC)CCCC)CCC.O1CCCC1, predict the reaction product. The product is: [CH2:30]([O:29][C:24](=[O:28])[CH2:25][CH:26]1[S:23][C:21]([C:5]2[NH:6][C:7]3[C:3]([CH:4]=2)=[C:2]([CH3:1])[CH:10]=[CH:9][C:8]=3[N:11]([CH3:20])[S:12]([C:15]2[S:16][CH:17]=[CH:18][CH:19]=2)(=[O:14])=[O:13])=[N:22][CH2:27]1)[CH3:31]. (4) Given the reactants [Br:1][C:2]1[CH:7]=[C:6](O)[C:5]([Br:9])=[CH:4][C:3]=1[OH:10].[CH2:11]([CH:13]([CH2:16][CH2:17][CH2:18][CH3:19])[CH2:14]Br)[CH3:12].[C:20](=[O:23])([O-])[O-].[K+].[K+].O, predict the reaction product. The product is: [Br:9][C:5]1[CH:4]=[C:3]([O:10][CH2:14][CH:13]([CH2:11][CH3:12])[CH2:16][CH2:17][CH2:18][CH3:19])[C:2]([Br:1])=[CH:7][C:6]=1[O:23][CH2:20][CH:13]([CH2:11][CH3:12])[CH2:16][CH2:17][CH2:18][CH3:19].